This data is from Peptide-MHC class II binding affinity with 134,281 pairs from IEDB. The task is: Regression. Given a peptide amino acid sequence and an MHC pseudo amino acid sequence, predict their binding affinity value. This is MHC class II binding data. The peptide sequence is NKFVSPKSVSGTFVA. The MHC is DRB1_0401 with pseudo-sequence DRB1_0401. The binding affinity (normalized) is 0.680.